This data is from Catalyst prediction with 721,799 reactions and 888 catalyst types from USPTO. The task is: Predict which catalyst facilitates the given reaction. (1) Reactant: Br[C:2]1[CH:7]=[CH:6][CH:5]=[CH:4][N:3]=1.[NH:8]1[CH:12]=[CH:11][C:10](C=O)=[N:9]1.[C:15](=O)([O-])[O-:16].[K+].[K+]. Product: [N:3]1[CH:4]=[CH:5][CH:6]=[CH:7][C:2]=1[N:9]1[CH:10]=[C:11]([CH:15]=[O:16])[CH:12]=[N:8]1. The catalyst class is: 18. (2) Reactant: [F:1][C:2]([F:41])([F:40])[C:3]1[CH:4]=[C:5]([C@H:13]2[O:17][C:16](=[O:18])[N:15]([CH2:19][C:20]3[CH:25]=[C:24]([C:26]([F:29])([F:28])[F:27])[CH:23]=[CH:22][C:21]=3B3OC(C)(C)C(C)(C)O3)[C@H:14]2[CH3:39])[CH:6]=[C:7]([C:9]([F:12])([F:11])[F:10])[CH:8]=1.C.I[C:44]1[CH:45]=[C:46]([C:52]2[CH:53]=[CH:54][C:55]([C:59]([O:61][CH2:62][C:63]3[CH:68]=[CH:67][CH:66]=[CH:65][CH:64]=3)=[O:60])=[N:56][C:57]=2[CH3:58])[CH:47]=[CH:48][C:49]=1[O:50][CH3:51].[OH-].[K+]. Product: [F:11][C:9]([F:12])([F:10])[C:7]1[CH:6]=[C:5]([C@H:13]2[O:17][C:16](=[O:18])[N:15]([CH2:19][C:20]3[CH:25]=[C:24]([C:26]([F:28])([F:27])[F:29])[CH:23]=[CH:22][C:21]=3[C:48]3[C:49]([O:50][CH3:51])=[CH:44][CH:45]=[C:46]([C:52]4[CH:53]=[CH:54][C:55]([C:59]([O:61][CH2:62][C:63]5[CH:64]=[CH:65][CH:66]=[CH:67][CH:68]=5)=[O:60])=[N:56][C:57]=4[CH3:58])[CH:47]=3)[C@H:14]2[CH3:39])[CH:4]=[C:3]([C:2]([F:40])([F:41])[F:1])[CH:8]=1. The catalyst class is: 294. (3) Product: [CH2:12]([O:13][C:14](=[O:16])[CH2:15][N:5]1[CH:6]=[CH:7][CH:8]=[CH:9][C:4]1=[O:3])[CH3:11]. Reactant: [H-].[Na+].[OH:3][C:4]1[CH:9]=[CH:8][CH:7]=[CH:6][N:5]=1.Br[CH2:11][CH2:12][O:13][C:14](=[O:16])[CH3:15]. The catalyst class is: 3. (4) Product: [CH:1]1([C:4]2[N:9]=[CH:8][C:7]([C:10]3[CH:15]=[CH:14][N:13]=[C:12]([C:16]([NH:18][C:19]4[CH:20]=[CH:21][CH:22]=[C:23]([C:25]([NH:30][NH2:31])=[O:27])[N:24]=4)=[O:17])[CH:11]=3)=[CH:6][CH:5]=2)[CH2:3][CH2:2]1. Reactant: [CH:1]1([C:4]2[N:9]=[CH:8][C:7]([C:10]3[CH:15]=[CH:14][N:13]=[C:12]([C:16]([NH:18][C:19]4[N:24]=[C:23]([C:25]([O:27]C)=O)[CH:22]=[CH:21][CH:20]=4)=[O:17])[CH:11]=3)=[CH:6][CH:5]=2)[CH2:3][CH2:2]1.O.[NH2:30][NH2:31]. The catalyst class is: 8. (5) Reactant: Cl[C:2]1[C:7]([C:8]2[CH:13]=[CH:12][N:11]=[C:10]([CH3:14])[CH:9]=2)=[CH:6][N:5]=[C:4]([N:15]2[CH2:20][C@H:19]([CH3:21])[O:18][C@H:17]([CH3:22])[CH2:16]2)[N:3]=1.[C:23]1([CH3:32])[CH:28]=[CH:27][CH:26]=[CH:25][C:24]=1B(O)O.C(=O)([O-])[O-].[K+].[K+].CC#N. Product: [CH3:22][C@H:17]1[O:18][C@@H:19]([CH3:21])[CH2:20][N:15]([C:4]2[N:3]=[C:2]([C:24]3[CH:25]=[CH:26][CH:27]=[CH:28][C:23]=3[CH3:32])[C:7]([C:8]3[CH:13]=[CH:12][N:11]=[C:10]([CH3:14])[CH:9]=3)=[CH:6][N:5]=2)[CH2:16]1. The catalyst class is: 70. (6) Reactant: Cl.[CH3:2][NH2:3].C([Li])CCC.[CH3:9][N:10]1[C@H:14]([CH2:15][O:16][C:17]([C:30]2[CH:35]=[CH:34][CH:33]=[CH:32][CH:31]=2)([C:24]2[CH:29]=[CH:28][CH:27]=[CH:26][CH:25]=2)[C:18]2[CH:23]=[CH:22][CH:21]=[CH:20][CH:19]=2)[CH2:13][CH2:12][C:11]1=[O:36].[Cl-].[NH4+]. Product: [CH3:2][NH:3][C:11](=[O:36])[CH2:12][CH2:13][C@H:14]([NH:10][CH3:9])[CH2:15][O:16][C:17]([C:30]1[CH:31]=[CH:32][CH:33]=[CH:34][CH:35]=1)([C:18]1[CH:23]=[CH:22][CH:21]=[CH:20][CH:19]=1)[C:24]1[CH:25]=[CH:26][CH:27]=[CH:28][CH:29]=1. The catalyst class is: 1. (7) Reactant: [CH3:1][O:2][C:3]1[CH:8]=[CH:7][C:6]([C:9]([C:11]2[CH:16]=[CH:15][C:14]([O:17][CH3:18])=[CH:13][CH:12]=2)=O)=[CH:5][CH:4]=1.[H-].[Na+].O1C2C=CC(C(C3C=C(OC)C=C(OC)C=3)=[CH:32][C:33]#[N:34])=CC=2OCC1. Product: [CH3:1][O:2][C:3]1[CH:8]=[CH:7][C:6]([C:9]([C:11]2[CH:16]=[CH:15][C:14]([O:17][CH3:18])=[CH:13][CH:12]=2)=[CH:32][C:33]#[N:34])=[CH:5][CH:4]=1. The catalyst class is: 1.